From a dataset of Catalyst prediction with 721,799 reactions and 888 catalyst types from USPTO. Predict which catalyst facilitates the given reaction. (1) Reactant: [CH3:1][C:2]1[N:6]([CH2:7][C:8]2[C:17]3[C:12](=[CH:13][CH:14]=[CH:15][CH:16]=3)[CH:11]=[CH:10][CH:9]=2)[C:5]2[CH:18]=[C:19]([N:25]3[CH2:30][CH2:29][O:28][CH2:27][CH2:26]3)[CH:20]=[C:21]([C:22](O)=[O:23])[C:4]=2[N:3]=1.[H-].[H-].[H-].[H-].[Li+].[Al+3]. Product: [CH3:1][C:2]1[N:6]([CH2:7][C:8]2[C:17]3[C:12](=[CH:13][CH:14]=[CH:15][CH:16]=3)[CH:11]=[CH:10][CH:9]=2)[C:5]2[CH:18]=[C:19]([N:25]3[CH2:30][CH2:29][O:28][CH2:27][CH2:26]3)[CH:20]=[C:21]([CH2:22][OH:23])[C:4]=2[N:3]=1. The catalyst class is: 7. (2) Reactant: [O:1]([C:8]1[CH:9]=[C:10]([NH2:14])[CH:11]=[CH:12][CH:13]=1)[C:2]1[CH:7]=[CH:6][CH:5]=[CH:4][CH:3]=1.[N:15]([O-])=O.[Na+].[CH3:19][C:20]([CH3:27])([CH3:26])[C:21](=O)[CH2:22][C:23]#[N:24].CCO. Product: [C:20]([C:21]1[CH:22]=[C:23]([NH2:24])[N:14]([C:10]2[CH:11]=[CH:12][CH:13]=[C:8]([O:1][C:2]3[CH:3]=[CH:4][CH:5]=[CH:6][CH:7]=3)[CH:9]=2)[N:15]=1)([CH3:27])([CH3:26])[CH3:19]. The catalyst class is: 223. (3) Reactant: [CH2:1]([O:3][C:4]([C:6]1[C:7]2[CH:15]=[N:14][NH:13][C:8]=2[N:9]=[C:10]([Cl:12])[CH:11]=1)=[O:5])[CH3:2].C(=O)([O-])O.[Na+].[I:21]I.S([O-])([O-])(=O)=S.[Na+].[Na+].Cl. Product: [CH2:1]([O:3][C:4]([C:6]1[C:7]2[C:15]([I:21])=[N:14][NH:13][C:8]=2[N:9]=[C:10]([Cl:12])[CH:11]=1)=[O:5])[CH3:2]. The catalyst class is: 12. (4) Reactant: Cl[C:2]1[CH:3]=[C:4]([NH:11][C:12]2[CH:17]=[CH:16][CH:15]=[C:14]([N:18]3[CH2:22][CH2:21][CH2:20][CH:19]3[CH3:23])[N:13]=2)[C:5]2[N:6]([N:8]=[CH:9][N:10]=2)[CH:7]=1.[CH3:24][O:25][C:26]1[CH:35]=[C:34]([NH:36][C:37](=[O:53])[C:38]2[CH:43]=[CH:42][CH:41]=[C:40](B3OC(C)(C)C(C)(C)O3)[CH:39]=2)[CH:33]=[CH:32][C:27]=1[C:28]([O:30][CH3:31])=[O:29].CC(C1C=C(C(C)C)C(C2C=CC=CC=2P(C2CCCCC2)C2CCCCC2)=C(C(C)C)C=1)C.C(=O)([O-])[O-].[Na+].[Na+].[F-].[Cs+]. Product: [CH3:24][O:25][C:26]1[CH:35]=[C:34]([NH:36][C:37](=[O:53])[C:38]2[CH:43]=[CH:42][CH:41]=[C:40]([C:2]3[CH:3]=[C:4]([NH:11][C:12]4[CH:17]=[CH:16][CH:15]=[C:14]([N:18]5[CH2:22][CH2:21][CH2:20][CH:19]5[CH3:23])[N:13]=4)[C:5]4[N:6]([N:8]=[CH:9][N:10]=4)[CH:7]=3)[CH:39]=2)[CH:33]=[CH:32][C:27]=1[C:28]([O:30][CH3:31])=[O:29]. The catalyst class is: 62. (5) Reactant: [CH3:1][O:2][C:3]1[C:4](=[O:31])[N:5]([C:9]2[CH:10]=[C:11]([NH:23]C(=O)OC(C)(C)C)[CH:12]=[C:13]([N:15]3[C:19](=[O:20])[CH:18]=[C:17]([CH3:21])[C:16]3=[O:22])[CH:14]=2)[C:6](=[O:8])[CH:7]=1.C(O)(C(F)(F)F)=O. Product: [NH2:23][C:11]1[CH:12]=[C:13]([N:15]2[C:19](=[O:20])[CH:18]=[C:17]([CH3:21])[C:16]2=[O:22])[CH:14]=[C:9]([N:5]2[C:6](=[O:8])[CH:7]=[C:3]([O:2][CH3:1])[C:4]2=[O:31])[CH:10]=1. The catalyst class is: 2.